The task is: Predict the product of the given reaction.. This data is from Forward reaction prediction with 1.9M reactions from USPTO patents (1976-2016). (1) Given the reactants [Cl:1][C:2]([Cl:9])([Cl:8])[CH2:3][O:4][C:5](Cl)=[O:6].F[C:11](F)(F)[C:12]1([C:15]2[CH:16]=[C:17]([NH2:27])[N:18]([C:20]3[CH:25]=[CH:24][C:23]([CH3:26])=C[CH:21]=3)[N:19]=2)[CH2:14][CH2:13]1.[N:30]1C=CC=CC=1.C(=O)(O)[O-].[Na+], predict the reaction product. The product is: [Cl:1][C:2]([Cl:9])([Cl:8])[CH2:3][O:4][C:5](=[O:6])[NH:27][C:17]1[N:18]([C:20]2[CH:21]=[N:30][C:23]([CH3:26])=[CH:24][CH:25]=2)[N:19]=[C:15]([C:12]2([CH3:11])[CH2:13][CH2:14]2)[CH:16]=1. (2) Given the reactants [ClH:1].[CH3:2][O:3][C:4](=[O:19])[C:5]1[CH:10]=[C:9]([C:11]#[C:12][C:13]2[CH:18]=[CH:17][CH:16]=[CH:15][CH:14]=2)[CH:8]=[N:7][CH:6]=1, predict the reaction product. The product is: [ClH:1].[CH3:2][O:3][C:4](=[O:19])[C:5]1[CH:10]=[C:9]([C:11]#[C:12][C:13]2[CH:14]=[CH:15][CH:16]=[CH:17][CH:18]=2)[CH:8]=[N:7][CH:6]=1.